From a dataset of Forward reaction prediction with 1.9M reactions from USPTO patents (1976-2016). Predict the product of the given reaction. (1) Given the reactants [NH2:1][C:2]1[C:10]([F:11])=[C:9]([O:12][CH3:13])[C:8]([O:14][CH3:15])=[CH:7][C:3]=1[C:4]([NH2:6])=[O:5].[O-:16][C:17]#[N:18].[Na+], predict the reaction product. The product is: [F:11][C:10]1[C:2]([NH:1][C:17]([NH2:18])=[O:16])=[C:3]([CH:7]=[C:8]([O:14][CH3:15])[C:9]=1[O:12][CH3:13])[C:4]([NH2:6])=[O:5]. (2) Given the reactants Br[CH2:2][C:3]1[C:4]([C:18]([O:20][CH2:21][CH3:22])=[O:19])=[N:5][O:6][C:7]=1[C:8]1[CH:13]=[CH:12][C:11]([C:14]([F:17])([F:16])[F:15])=[CH:10][CH:9]=1.FC(F)(F)C(O)=[O:26], predict the reaction product. The product is: [OH:26][CH2:2][C:3]1[C:4]([C:18]([O:20][CH2:21][CH3:22])=[O:19])=[N:5][O:6][C:7]=1[C:8]1[CH:13]=[CH:12][C:11]([C:14]([F:17])([F:16])[F:15])=[CH:10][CH:9]=1. (3) Given the reactants [F:1][C:2]([F:7])([F:6])[C:3]([OH:5])=[O:4].[CH2:8]([S:10]([N:13]1[CH2:18][CH2:17][CH:16]([C:19]2[C:27]3[C:22](=[C:23]([C:38]([NH2:40])=[O:39])[CH:24]=[C:25]([C:28]4[CH:33]=[C:32]([CH2:34][NH:35][CH3:36])[CH:31]=[CH:30][C:29]=4[F:37])[CH:26]=3)[NH:21][CH:20]=2)[CH2:15][CH2:14]1)(=[O:12])=[O:11])[CH3:9].[CH3:41]N, predict the reaction product. The product is: [F:1][C:2]([F:7])([F:6])[C:3]([OH:5])=[O:4].[CH2:8]([S:10]([N:13]1[CH2:18][CH2:17][CH:16]([C:19]2[C:27]3[C:22](=[C:23]([C:38]([NH2:40])=[O:39])[CH:24]=[C:25]([C:28]4[CH:33]=[C:32]([CH2:34][N:35]5[CH2:2][CH2:3][O:5][CH2:41][CH2:36]5)[CH:31]=[CH:30][C:29]=4[F:37])[CH:26]=3)[NH:21][CH:20]=2)[CH2:15][CH2:14]1)(=[O:11])=[O:12])[CH3:9]. (4) The product is: [NH2:7][C:8]1[C:13]([C:2]#[N:3])=[N:12][C:11]([Br:15])=[CH:10][N:9]=1. Given the reactants [Cu][C:2]#[N:3].[C-]#N.[Na+].[NH2:7][C:8]1[C:13](Br)=[N:12][C:11]([Br:15])=[CH:10][N:9]=1, predict the reaction product.